From a dataset of Reaction yield outcomes from USPTO patents with 853,638 reactions. Predict the reaction yield, written as a fraction of the theoretical maximum amount of product (1.0 means a 100% yield; for example, 0.34 means a 34% yield). (1) The product is [CH2:13]([C:17]1[N:18]=[C:19]([CH3:52])[N:20]([C:39]2[CH:40]=[C:41]([C:48]([O:50][CH3:51])=[O:49])[C:42]3[O:46][CH2:45][CH2:44][C:43]=3[CH:47]=2)[C:21](=[O:38])[C:22]=1[CH2:23][C:24]1[CH:29]=[CH:28][C:27]([C:30]2[CH:35]=[CH:34][CH:33]=[CH:32][C:31]=2[C:36]2[NH:3][C:4](=[O:7])[O:6][N:37]=2)=[CH:26][CH:25]=1)[CH2:14][CH2:15][CH3:16]. The reactants are [Cl-].O[NH3+:3].[C:4](=[O:7])([O-:6])O.[Na+].CS(C)=O.[CH2:13]([C:17]1[N:18]=[C:19]([CH3:52])[N:20]([C:39]2[CH:40]=[C:41]([C:48]([O:50][CH3:51])=[O:49])[C:42]3[O:46][CH2:45][CH2:44][C:43]=3[CH:47]=2)[C:21](=[O:38])[C:22]=1[CH2:23][C:24]1[CH:29]=[CH:28][C:27]([C:30]2[CH:35]=[CH:34][CH:33]=[CH:32][C:31]=2[C:36]#[N:37])=[CH:26][CH:25]=1)[CH2:14][CH2:15][CH3:16]. The catalyst is O.C(OCC)(=O)C. The yield is 0.310. (2) The reactants are [CH3:1][N:2]1[C:6]([CH:7]=O)=[CH:5][N:4]=[CH:3]1.[CH3:9][C:10]([S@:13]([NH2:15])=[O:14])([CH3:12])[CH3:11]. The catalyst is C1COCC1.C(O[Ti](OCC)(OCC)OCC)C. The product is [CH3:9][C:10]([S@:13](/[N:15]=[CH:7]/[C:6]1[N:2]([CH3:1])[CH:3]=[N:4][CH:5]=1)=[O:14])([CH3:12])[CH3:11]. The yield is 0.511.